Dataset: Catalyst prediction with 721,799 reactions and 888 catalyst types from USPTO. Task: Predict which catalyst facilitates the given reaction. (1) Reactant: [C:1]([O:5][C:6]([N:8]1[CH2:13][CH2:12][CH2:11][CH2:10][C@H:9]1[C:14]([OH:16])=O)=[O:7])([CH3:4])([CH3:3])[CH3:2].Cl.CN.C[CH2:21][N:22](C(C)C)C(C)C.C(P1(=O)OP(CCC)(=O)OP(CCC)(=O)O1)CC. Product: [CH3:21][NH:22][C:14]([C@@H:9]1[CH2:10][CH2:11][CH2:12][CH2:13][N:8]1[C:6]([O:5][C:1]([CH3:4])([CH3:3])[CH3:2])=[O:7])=[O:16]. The catalyst class is: 3. (2) Reactant: [OH:1][C:2]1[C:7]2[NH:8][C:9](=O)[C:10]3[CH:16]=[CH:15][C:14]([C:17]([F:20])([F:19])[F:18])=[N:13][C:11]=3[NH:12][C:6]=2[CH:5]=[CH:4][CH:3]=1.[CH3:22][OH:23]. Product: [F:20][C:17]([F:18])([F:19])[C:14]1[CH:15]=[CH:16][C:10]2[CH2:9][NH:8][C:7]3=[C:2]([OH:1])[CH:3]=[CH:4][CH:5]=[C:6]3[NH:12][C:11]=2[N:13]=1.[F:20][C:17]([F:18])([F:19])[C:14]1[CH:15]=[CH:16][C:10]2[CH2:9][NH:8][C:7]3[CH:2]=[CH:3][CH:4]=[C:22]([OH:23])[C:6]=3[NH:12][C:11]=2[N:13]=1. The catalyst class is: 1.